Predict the reaction yield, written as a fraction of the theoretical maximum amount of product (1.0 means a 100% yield; for example, 0.34 means a 34% yield). From a dataset of Reaction yield outcomes from USPTO patents with 853,638 reactions. (1) The reactants are S(=O)(=O)(O)O.[F:6][C:7]1[CH:12]=[C:11]([O:13][CH3:14])[CH:10]=[CH:9][C:8]=1[C:15](=[O:17])[CH3:16].[N+:18]([O-])([OH:20])=[O:19]. The catalyst is O. The product is [F:6][C:7]1[CH:12]=[C:11]([O:13][CH3:14])[C:10]([N+:18]([O-:20])=[O:19])=[CH:9][C:8]=1[C:15](=[O:17])[CH3:16]. The yield is 0.820. (2) The reactants are [F:1][C:2]([F:52])([F:51])[C:3]1[CH:4]=[C:5]([C:13]([CH3:50])([CH3:49])[C:14]([N:16]([CH3:48])[C:17]2[C:18]([C:40]3[CH:45]=[CH:44][C:43]([F:46])=[CH:42][C:41]=3[CH3:47])=[CH:19][C:20]([C@H:23]3[N:27](C(OC(C)(C)C)=O)[C@@:26]([CH3:39])([C:35]([O:37][CH3:38])=[O:36])[CH2:25][CH2:24]3)=[N:21][CH:22]=2)=[O:15])[CH:6]=[C:7]([C:9]([F:12])([F:11])[F:10])[CH:8]=1.C(O)(C(F)(F)F)=O. The catalyst is ClCCl. The product is [F:52][C:2]([F:1])([F:51])[C:3]1[CH:4]=[C:5]([C:13]([CH3:49])([CH3:50])[C:14]([N:16]([CH3:48])[C:17]2[C:18]([C:40]3[CH:45]=[CH:44][C:43]([F:46])=[CH:42][C:41]=3[CH3:47])=[CH:19][C:20]([C@H:23]3[NH:27][C@@:26]([CH3:39])([C:35]([O:37][CH3:38])=[O:36])[CH2:25][CH2:24]3)=[N:21][CH:22]=2)=[O:15])[CH:6]=[C:7]([C:9]([F:11])([F:12])[F:10])[CH:8]=1. The yield is 0.910. (3) The reactants are Cl.[OH:2][C@H:3]1[CH2:13][N:6]2[C:7](=[O:12])[CH2:8][CH2:9][NH:10][CH2:11][C@@H:5]2[CH2:4]1.Br[C:15]1[CH:20]=[CH:19][C:18]([C:21]([F:24])([F:23])[F:22])=[CH:17][N:16]=1.C(=O)([O-])[O-].[Na+].[Na+]. The catalyst is CS(C)=O. The product is [OH:2][C@H:3]1[CH2:13][N:6]2[C:7](=[O:12])[CH2:8][CH2:9][N:10]([C:15]3[CH:20]=[CH:19][C:18]([C:21]([F:24])([F:23])[F:22])=[CH:17][N:16]=3)[CH2:11][C@@H:5]2[CH2:4]1. The yield is 0.980.